This data is from Catalyst prediction with 721,799 reactions and 888 catalyst types from USPTO. The task is: Predict which catalyst facilitates the given reaction. (1) Reactant: [CH3:1][O:2][C:3](=[O:21])[CH2:4][CH2:5][C:6]1[CH:11]=[CH:10][C:9]([O:12]CC2C=CC=CC=2)=[CH:8][C:7]=1[CH3:20].[H][H]. Product: [CH3:1][O:2][C:3](=[O:21])[CH2:4][CH2:5][C:6]1[CH:11]=[CH:10][C:9]([OH:12])=[CH:8][C:7]=1[CH3:20]. The catalyst class is: 19. (2) Reactant: Br.C([O:9][C:10]1[CH:11]=[CH:12][C:13]2[C:14]3[S:23][C:22]([CH2:24][CH3:25])=[N:21][C:15]=3[C:16]([NH2:20])=[N:17][C:18]=2[CH:19]=1)C1C=CC=CC=1.[OH-].[Na+]. Product: [NH2:20][C:16]1[C:15]2[N:21]=[C:22]([CH2:24][CH3:25])[S:23][C:14]=2[C:13]2[CH:12]=[CH:11][C:10]([OH:9])=[CH:19][C:18]=2[N:17]=1. The catalyst class is: 15.